Predict which catalyst facilitates the given reaction. From a dataset of Catalyst prediction with 721,799 reactions and 888 catalyst types from USPTO. (1) Reactant: [F:1][C:2]1[CH:3]=[C:4]([CH2:9][C:10]([NH:12][C@H:13]([C:15]([OH:17])=O)[CH3:14])=[O:11])[CH:5]=[C:6]([F:8])[CH:7]=1.[NH2:18][C@@H:19]([CH2:24][CH:25]1[CH2:30][CH2:29][CH2:28][CH2:27][CH2:26]1)[C:20]([O:22][CH3:23])=[O:21]. Product: [F:8][C:6]1[CH:5]=[C:4]([CH2:9][C:10]([NH:12][C@H:13]([C:15]([NH:18][C@@H:19]([CH2:24][CH:25]2[CH2:30][CH2:29][CH2:28][CH2:27][CH2:26]2)[C:20]([O:22][CH3:23])=[O:21])=[O:17])[CH3:14])=[O:11])[CH:3]=[C:2]([F:1])[CH:7]=1. The catalyst class is: 254. (2) Reactant: [C:1]([NH:4][C:5]1[S:6][CH:7]=[C:8]([CH2:10][CH2:11][C:12]([NH:14][NH:15][C:16](=[O:23])[CH2:17][C:18]([O:20][CH2:21][CH3:22])=[O:19])=O)[N:9]=1)(=[O:3])[CH3:2].P(Cl)(Cl)(Cl)=O.O. Product: [C:1]([NH:4][C:5]1[S:6][CH:7]=[C:8]([CH2:10][CH2:11][C:12]2[O:23][C:16]([CH2:17][C:18]([O:20][CH2:21][CH3:22])=[O:19])=[N:15][N:14]=2)[N:9]=1)(=[O:3])[CH3:2]. The catalyst class is: 11. (3) Reactant: [Cl:1][C:2]1[CH:3]=[C:4]([C:12]2[O:16][N:15]=[C:14]([C:17]3[C:27]4[O:26][CH2:25][CH2:24][N:23](C(OC(C)(C)C)=O)[CH2:22][C:21]=4[CH:20]=[CH:19][CH:18]=3)[N:13]=2)[CH:5]=[N:6][C:7]=1[O:8][CH:9]([CH3:11])[CH3:10].Cl. Product: [ClH:1].[Cl:1][C:2]1[CH:3]=[C:4]([C:12]2[O:16][N:15]=[C:14]([C:17]3[C:27]4[O:26][CH2:25][CH2:24][NH:23][CH2:22][C:21]=4[CH:20]=[CH:19][CH:18]=3)[N:13]=2)[CH:5]=[N:6][C:7]=1[O:8][CH:9]([CH3:11])[CH3:10]. The catalyst class is: 12. (4) Reactant: C([N:8]1[C:16]2[C:11](=[CH:12][C:13](Cl)=[CH:14][CH:15]=2)[C:10]2([C:23]3[NH:24][C:25]4[C:30]([C:22]=3[CH2:21][CH2:20][CH2:19][NH:18]2)=[CH:29][CH:28]=[CH:27][CH:26]=4)[C:9]1=[O:31])C1C=CC=CC=1.[C:32]1(B(O)O)[CH:37]=[CH:36][CH:35]=[CH:34][CH:33]=1.[C:41](=O)(O)[O-].[Na+]. Product: [CH3:41][CH:19]1[NH:18][C:10]2([C:11]3[C:16](=[CH:15][CH:14]=[C:13]([C:32]4[CH:37]=[CH:36][CH:35]=[CH:34][CH:33]=4)[CH:12]=3)[NH:8][C:9]2=[O:31])[C:23]2[NH:24][C:25]3[C:30]([C:22]=2[CH2:21][CH2:20]1)=[CH:29][CH:28]=[CH:27][CH:26]=3. The catalyst class is: 128.